Predict the reactants needed to synthesize the given product. From a dataset of Retrosynthesis with 50K atom-mapped reactions and 10 reaction types from USPTO. Given the product COc1cc2nc[nH]c(=O)c2cc1O, predict the reactants needed to synthesize it. The reactants are: COc1cc2nc[nH]c(=O)c2cc1OC.